This data is from NCI-60 drug combinations with 297,098 pairs across 59 cell lines. The task is: Regression. Given two drug SMILES strings and cell line genomic features, predict the synergy score measuring deviation from expected non-interaction effect. (1) Drug 1: C(CN)CNCCSP(=O)(O)O. Drug 2: B(C(CC(C)C)NC(=O)C(CC1=CC=CC=C1)NC(=O)C2=NC=CN=C2)(O)O. Cell line: NCI-H460. Synergy scores: CSS=4.80, Synergy_ZIP=2.48, Synergy_Bliss=0.229, Synergy_Loewe=-65.3, Synergy_HSA=-4.22. (2) Drug 1: CC1=C(C=C(C=C1)NC2=NC=CC(=N2)N(C)C3=CC4=NN(C(=C4C=C3)C)C)S(=O)(=O)N.Cl. Drug 2: C1=CC(=C2C(=C1NCCNCCO)C(=O)C3=C(C=CC(=C3C2=O)O)O)NCCNCCO. Cell line: M14. Synergy scores: CSS=36.0, Synergy_ZIP=10.1, Synergy_Bliss=10.3, Synergy_Loewe=-32.4, Synergy_HSA=7.76. (3) Drug 1: C1=CC=C(C=C1)NC(=O)CCCCCCC(=O)NO. Drug 2: CS(=O)(=O)OCCCCOS(=O)(=O)C. Cell line: MDA-MB-435. Synergy scores: CSS=7.04, Synergy_ZIP=-1.50, Synergy_Bliss=-0.0723, Synergy_Loewe=-13.3, Synergy_HSA=-3.37. (4) Drug 1: CC1C(C(CC(O1)OC2CC(CC3=C2C(=C4C(=C3O)C(=O)C5=C(C4=O)C(=CC=C5)OC)O)(C(=O)C)O)N)O.Cl. Drug 2: CC1CCC2CC(C(=CC=CC=CC(CC(C(=O)C(C(C(=CC(C(=O)CC(OC(=O)C3CCCCN3C(=O)C(=O)C1(O2)O)C(C)CC4CCC(C(C4)OC)O)C)C)O)OC)C)C)C)OC. Cell line: UACC-257. Synergy scores: CSS=5.27, Synergy_ZIP=-0.521, Synergy_Bliss=2.78, Synergy_Loewe=-0.479, Synergy_HSA=0.480. (5) Drug 1: CC1=C(C(=CC=C1)Cl)NC(=O)C2=CN=C(S2)NC3=CC(=NC(=N3)C)N4CCN(CC4)CCO. Drug 2: CCC1(C2=C(COC1=O)C(=O)N3CC4=CC5=C(C=CC(=C5CN(C)C)O)N=C4C3=C2)O. Cell line: HT29. Synergy scores: CSS=72.0, Synergy_ZIP=-1.49, Synergy_Bliss=-2.68, Synergy_Loewe=1.78, Synergy_HSA=5.12. (6) Drug 1: COC1=C(C=C2C(=C1)N=CN=C2NC3=CC(=C(C=C3)F)Cl)OCCCN4CCOCC4. Drug 2: CC12CCC3C(C1CCC2OP(=O)(O)O)CCC4=C3C=CC(=C4)OC(=O)N(CCCl)CCCl.[Na+]. Cell line: SR. Synergy scores: CSS=12.1, Synergy_ZIP=-8.17, Synergy_Bliss=-18.0, Synergy_Loewe=-17.7, Synergy_HSA=-16.1. (7) Drug 1: C1=CC(=CC=C1CC(C(=O)O)N)N(CCCl)CCCl.Cl. Drug 2: CC1=C(C=C(C=C1)NC(=O)C2=CC=C(C=C2)CN3CCN(CC3)C)NC4=NC=CC(=N4)C5=CN=CC=C5. Cell line: OVCAR-5. Synergy scores: CSS=18.2, Synergy_ZIP=5.24, Synergy_Bliss=9.86, Synergy_Loewe=5.48, Synergy_HSA=5.88. (8) Drug 1: C1=CN(C=N1)CC(O)(P(=O)(O)O)P(=O)(O)O. Drug 2: CCN(CC)CCCC(C)NC1=C2C=C(C=CC2=NC3=C1C=CC(=C3)Cl)OC. Cell line: MDA-MB-435. Synergy scores: CSS=12.8, Synergy_ZIP=-5.47, Synergy_Bliss=-5.84, Synergy_Loewe=-10.4, Synergy_HSA=-6.90. (9) Drug 1: CN1CCC(CC1)COC2=C(C=C3C(=C2)N=CN=C3NC4=C(C=C(C=C4)Br)F)OC. Drug 2: CCC1(C2=C(COC1=O)C(=O)N3CC4=CC5=C(C=CC(=C5CN(C)C)O)N=C4C3=C2)O.Cl. Cell line: OVCAR-5. Synergy scores: CSS=29.9, Synergy_ZIP=-6.59, Synergy_Bliss=-0.453, Synergy_Loewe=1.46, Synergy_HSA=1.62. (10) Drug 1: CC(C)(C#N)C1=CC(=CC(=C1)CN2C=NC=N2)C(C)(C)C#N. Drug 2: C1CN(P(=O)(OC1)NCCCl)CCCl. Cell line: RPMI-8226. Synergy scores: CSS=4.54, Synergy_ZIP=-1.57, Synergy_Bliss=-1.78, Synergy_Loewe=5.66, Synergy_HSA=-1.92.